Dataset: Forward reaction prediction with 1.9M reactions from USPTO patents (1976-2016). Task: Predict the product of the given reaction. Given the reactants C([N:8]1[CH2:12][CH:11]2[C:13](=[O:23])[N:14]([C:17]3[CH:22]=[CH:21][CH:20]=[CH:19][CH:18]=3)[C:15](=[O:16])[CH:10]2[CH2:9]1)C1C=CC=CC=1.Cl.[OH-].[Na+], predict the reaction product. The product is: [C:17]1([N:14]2[C:13](=[O:23])[CH:11]3[CH:10]([CH2:9][NH:8][CH2:12]3)[C:15]2=[O:16])[CH:18]=[CH:19][CH:20]=[CH:21][CH:22]=1.